Dataset: Reaction yield outcomes from USPTO patents with 853,638 reactions. Task: Predict the reaction yield, written as a fraction of the theoretical maximum amount of product (1.0 means a 100% yield; for example, 0.34 means a 34% yield). (1) The reactants are [CH3:1][O:2][C:3]1[CH:4]=[CH:5][C:6]2[O:10][C:9]([CH:11](O)[CH2:12][CH:13]([CH3:15])[CH3:14])=[C:8]([CH3:17])[C:7]=2[CH:18]=1.N1C=CC=CC=1.S(Cl)([Cl:27])=O.C(=O)([O-])O.[Na+]. The catalyst is C1(C)C=CC=CC=1. The product is [Cl:27][CH:11]([C:9]1[O:10][C:6]2[CH:5]=[CH:4][C:3]([O:2][CH3:1])=[CH:18][C:7]=2[C:8]=1[CH3:17])[CH2:12][CH:13]([CH3:15])[CH3:14]. The yield is 0.940. (2) The reactants are [C:1]1([CH:7]([C:13]([O:15]CC)=O)[C:8]([O:10]CC)=O)[CH:6]=[CH:5][CH:4]=[CH:3][CH:2]=1.S(O)(O)(=O)=O.[NH2:23][C:24]1[NH:25][CH:26]=[CH:27][N:28]=1.C1CCN2C(=NCCC2)CC1. The catalyst is CN(C=O)C. The product is [C:1]1([C:7]2[C:8]([OH:10])=[N:23][C:24]3[N:25]([CH:26]=[CH:27][N:28]=3)[C:13]=2[OH:15])[CH:2]=[CH:3][CH:4]=[CH:5][CH:6]=1. The yield is 0.606. (3) The reactants are [Si](Cl)(Cl)(C)C.[CH3:6][C:7]1[CH:8]=[C:9]([C:14]2[CH:22]=[CH:21][CH:20]=[C:19]3[C:15]=2[CH:16]=[C:17]([CH3:23])[CH-:18]3)[CH:10]=[C:11]([CH3:13])[CH:12]=1.[Li+]. The catalyst is C1COCC1. The product is [CH3:13][C:11]1[CH:10]=[C:9]([C:14]2[CH:22]=[CH:21][CH:20]=[C:19]3[C:15]=2[CH:16]=[C:17]([CH3:23])[CH2:18]3)[CH:8]=[C:7]([CH3:6])[CH:12]=1. The yield is 0.870. (4) The reactants are O1[C:5]2([CH2:10][CH2:9][CH:8]([C:11]3[CH:25]=[CH:24][C:14]([CH2:15][NH:16][C:17](=[O:23])[O:18][C:19]([CH3:22])([CH3:21])[CH3:20])=[CH:13][CH:12]=3)[CH2:7][CH2:6]2)[O:4]CC1.II. The catalyst is CC(C)=O. The product is [O:4]=[C:5]1[CH2:6][CH2:7][CH:8]([C:11]2[CH:25]=[CH:24][C:14]([CH2:15][NH:16][C:17](=[O:23])[O:18][C:19]([CH3:21])([CH3:22])[CH3:20])=[CH:13][CH:12]=2)[CH2:9][CH2:10]1. The yield is 0.600. (5) The catalyst is C(Cl)Cl. The reactants are [CH3:1][O:2][CH2:3][CH2:4][O:5][C:6](=[O:22])[NH:7][CH2:8][C@@H:9]1[CH2:14][CH2:13][CH2:12][N:11](C(OC(C)(C)C)=O)[CH2:10]1.C(O)(C(F)(F)F)=O.[OH-].[Na+]. The product is [CH3:1][O:2][CH2:3][CH2:4][O:5][C:6](=[O:22])[NH:7][CH2:8][C@@H:9]1[CH2:14][CH2:13][CH2:12][NH:11][CH2:10]1. The yield is 0.870. (6) The reactants are [F:1][C:2]([F:12])([F:11])[C:3](=[O:10])[CH2:4][C:5]([O:7]CC)=O.[F:13][C:14]([F:34])([F:33])[C:15]1[CH:16]=[CH:17][C:18]([N:21]2[CH2:26][CH2:25][CH:24]([C:27]3[CH:31]=[C:30]([NH2:32])[NH:29][N:28]=3)[CH2:23][CH2:22]2)=[N:19][CH:20]=1.C(=O)(O)[O-].[Na+]. The catalyst is C(O)(=O)C. The product is [OH:10][C:3]1([C:2]([F:1])([F:11])[F:12])[CH2:4][C:5](=[O:7])[NH:32][C:30]2[NH:29][N:28]=[C:27]([CH:24]3[CH2:25][CH2:26][N:21]([C:18]4[CH:17]=[CH:16][C:15]([C:14]([F:13])([F:34])[F:33])=[CH:20][N:19]=4)[CH2:22][CH2:23]3)[C:31]1=2. The yield is 0.480. (7) The reactants are [CH3:1][O:2][C:3]1[CH:4]=[C:5]([CH:22]=[CH:23][C:24]=1[O:25][CH2:26][C:27]1[N:28]=[C:29]([C:33]2[CH:38]=[CH:37][CH:36]=[CH:35][CH:34]=2)[O:30][C:31]=1[CH3:32])[CH2:6][O:7]/[N:8]=[C:9](/[C:16]1[CH:21]=[CH:20][CH:19]=[CH:18][CH:17]=1)\[CH2:10][CH2:11][C:12]([O:14]C)=[O:13].[OH-].[Na+]. No catalyst specified. The product is [CH3:1][O:2][C:3]1[CH:4]=[C:5]([CH:22]=[CH:23][C:24]=1[O:25][CH2:26][C:27]1[N:28]=[C:29]([C:33]2[CH:38]=[CH:37][CH:36]=[CH:35][CH:34]=2)[O:30][C:31]=1[CH3:32])[CH2:6][O:7]/[N:8]=[C:9](/[C:16]1[CH:17]=[CH:18][CH:19]=[CH:20][CH:21]=1)\[CH2:10][CH2:11][C:12]([OH:14])=[O:13]. The yield is 0.800. (8) The reactants are [CH3:1][N:2]([C:4]1(O)[CH2:9][CH2:8][N:7]([C:10]2[CH:15]=[CH:14][C:13]([N:16]3[CH2:20][C@H:19]([CH2:21][NH:22][C:23](=[O:25])[CH3:24])[O:18][C:17]3=[O:26])=[CH:12][C:11]=2[F:27])[CH:6]([CH3:28])[CH2:5]1)[CH3:3].CCN(S(F)(F)[F:36])CC. The catalyst is ClCCl. The product is [F:36][C:4]1([N:2]([CH3:3])[CH3:1])[CH2:9][CH2:8][N:7]([C:10]2[CH:15]=[CH:14][C:13]([N:16]3[CH2:20][CH:19]([CH2:21][NH:22][C:23](=[O:25])[CH3:24])[O:18][C:17]3=[O:26])=[CH:12][C:11]=2[F:27])[CH:6]([CH3:28])[CH2:5]1. The yield is 0.620.